From a dataset of Forward reaction prediction with 1.9M reactions from USPTO patents (1976-2016). Predict the product of the given reaction. (1) Given the reactants C[Li].[C:3]([O:7][C:8]([NH:10][C:11]1[CH:16]=[C:15]([CH2:17][C:18]([O:20]CC)=O)[CH:14]=[CH:13][N:12]=1)=[O:9])([CH3:6])([CH3:5])[CH3:4].[CH:23](O)(C)C, predict the reaction product. The product is: [O:20]=[C:18]([CH3:23])[CH2:17][C:15]1[CH:14]=[CH:13][N:12]=[C:11]([NH:10][C:8](=[O:9])[O:7][C:3]([CH3:4])([CH3:5])[CH3:6])[CH:16]=1. (2) Given the reactants [NH:1]1[C:9]2[C:4](=[CH:5][CH:6]=[CH:7][CH:8]=2)[CH2:3][C:2]1=[O:10].[CH2:11]([O:13][C:14]([C:16]1[C:17]([CH3:24])=[C:18]([CH:22]=O)[NH:19][C:20]=1[CH3:21])=[O:15])[CH3:12], predict the reaction product. The product is: [CH3:21][C:20]1[NH:19][C:18]([CH:22]=[C:3]2[C:4]3[C:9](=[CH:8][CH:7]=[CH:6][CH:5]=3)[NH:1][C:2]2=[O:10])=[C:17]([CH3:24])[C:16]=1[C:14]([O:13][CH2:11][CH3:12])=[O:15]. (3) The product is: [Cl:44][C:25]1[CH:24]=[C:23]([NH:22][C:19]2[C:20]3[N:12]([CH2:11][CH2:10][OH:9])[CH:13]=[CH:14][C:15]=3[N:16]=[CH:17][N:18]=2)[CH:43]=[CH:42][C:26]=1[O:27][CH2:28][CH:29]1[CH2:30][CH2:31][N:32]([C:35]([O:37][C:38]([CH3:39])([CH3:40])[CH3:41])=[O:36])[CH2:33][CH2:34]1. Given the reactants C([O:9][CH2:10][CH2:11][N:12]1[C:20]2[C:19](Cl)=[N:18][CH:17]=[N:16][C:15]=2[CH:14]=[CH:13]1)(=O)C1C=CC=CC=1.[NH2:22][C:23]1[CH:43]=[CH:42][C:26]([O:27][CH2:28][CH:29]2[CH2:34][CH2:33][N:32]([C:35]([O:37][C:38]([CH3:41])([CH3:40])[CH3:39])=[O:36])[CH2:31][CH2:30]2)=[C:25]([Cl:44])[CH:24]=1, predict the reaction product. (4) Given the reactants [NH2:1][CH:2]([OH:5])[CH2:3][CH3:4].[C:6]([O:10][C:11](O[C:11]([O:10][C:6]([CH3:9])([CH3:8])[CH3:7])=[O:12])=[O:12])([CH3:9])([CH3:8])[CH3:7], predict the reaction product. The product is: [C:6]([O:10][C:11]([C:2]([NH2:1])([OH:5])[CH2:3][CH3:4])=[O:12])([CH3:9])([CH3:8])[CH3:7]. (5) Given the reactants [C:1]([O:5][C:6](=[O:26])[C:7]([S:10][C:11]1[S:12][CH:13]=[C:14]([CH2:16][CH2:17][NH:18][C:19]2[CH:24]=[CH:23][C:22]([Cl:25])=[CH:21][CH:20]=2)[N:15]=1)([CH3:9])[CH3:8])([CH3:4])([CH3:3])[CH3:2].[C:27](O)(=O)[CH3:28].C(=O)([O-])O.[Na+], predict the reaction product. The product is: [C:1]([O:5][C:6](=[O:26])[C:7]([S:10][C:11]1[S:12][CH:13]=[C:14]([CH2:16][CH2:17][N:18]([C:19]2[CH:20]=[CH:21][C:22]([Cl:25])=[CH:23][CH:24]=2)[CH2:21][CH2:20][CH2:19][CH2:24][CH2:23][CH2:27][CH3:28])[N:15]=1)([CH3:9])[CH3:8])([CH3:2])([CH3:3])[CH3:4]. (6) The product is: [NH2:1][C:2]1[CH:10]=[CH:9][CH:8]=[C:7]([N+:11]([O-:13])=[O:12])[C:3]=1[C:4]([NH:19][CH:18]([CH2:20][C:21]1[CH:26]=[CH:25][CH:24]=[CH:23][CH:22]=1)[C:17]([O:16][CH3:15])=[O:27])=[O:6]. Given the reactants [NH2:1][C:2]1[CH:10]=[CH:9][CH:8]=[C:7]([N+:11]([O-:13])=[O:12])[C:3]=1[C:4]([OH:6])=O.Cl.[CH3:15][O:16][C:17](=[O:27])[CH:18]([CH2:20][C:21]1[CH:26]=[CH:25][CH:24]=[CH:23][CH:22]=1)[NH2:19].C(N(C(C)C)C(C)C)C, predict the reaction product.